This data is from Forward reaction prediction with 1.9M reactions from USPTO patents (1976-2016). The task is: Predict the product of the given reaction. (1) Given the reactants [CH2:1]([OH:12])[CH2:2][CH2:3][CH2:4][CH2:5][CH2:6][CH2:7][CH2:8][CH2:9][C:10]#[CH:11].[C:13]([O:16][CH:17]1[CH:22]([N:23]([CH3:25])[CH3:24])[CH2:21][CH:20]([CH3:26])[O:19][CH:18]1F)(=[O:15])[CH3:14].B(F)(F)F.CCOCC, predict the reaction product. The product is: [C:13]([O:16][CH:17]1[CH:22]([N:23]([CH3:24])[CH3:25])[CH2:21][CH:20]([CH3:26])[O:19][CH:18]1[O:12][CH2:1][CH2:2][CH2:3][CH2:4][CH2:5][CH2:6][CH2:7][CH2:8][CH2:9][C:10]#[CH:11])(=[O:15])[CH3:14]. (2) Given the reactants [CH2:1]([C:5]1[CH:10]=[CH:9][C:8]([CH2:11][CH2:12][CH2:13][OH:14])=[CH:7][CH:6]=1)[CH:2]([CH3:4])[CH3:3].[Br-].[Li+].C1(C)C=CC(S(O)(=O)=O)=CC=1.[OH-].[Na+].[CH3:30][O:31][CH2:32]OC, predict the reaction product. The product is: [CH2:1]([C:5]1[CH:6]=[CH:7][C:8]([CH2:11][CH2:12][CH2:13][O:14][CH2:30][O:31][CH3:32])=[CH:9][CH:10]=1)[CH:2]([CH3:4])[CH3:3]. (3) Given the reactants [NH2:1][C:2]1[CH:3]=[C:4]2[C:8](=[CH:9][C:10]=1[NH2:11])[N:7]([CH2:12][CH2:13][CH3:14])[C:6](=[O:15])[C:5]2([CH3:17])[CH3:16].Br[C:19]#[N:20].C(Cl)Cl.CO, predict the reaction product. The product is: [NH2:20][C:19]1[NH:1][C:2]2=[CH:3][C:4]3[C:5]([CH3:16])([CH3:17])[C:6](=[O:15])[N:7]([CH2:12][CH2:13][CH3:14])[C:8]=3[CH:9]=[C:10]2[N:11]=1.